This data is from Full USPTO retrosynthesis dataset with 1.9M reactions from patents (1976-2016). The task is: Predict the reactants needed to synthesize the given product. (1) Given the product [C:12]([O:15][C:16]([N:18]1[CH:19]2[CH2:20][CH2:21][CH:22]1[CH2:23][C:24]([OH:25])([CH3:4])[CH2:26]2)=[O:17])([CH3:11])([CH3:13])[CH3:14], predict the reactants needed to synthesize it. The reactants are: C[Mg]Br.[CH2:4](OCC)C.[Br-].[Li+].[CH3:11][C:12]([O:15][C:16]([N:18]1[C@@H:22]2[CH2:23][C:24]([CH2:26][C@H:19]1[CH2:20][CH2:21]2)=[O:25])=[O:17])([CH3:14])[CH3:13]. (2) Given the product [F:20][C:21]1[CH:29]=[CH:28][C:24]([C:25]([NH:1][C:2]2[CH:3]=[CH:4][C:5]3[C:9]([CH3:10])([CH3:11])[O:8][B:7]([OH:12])[C:6]=3[CH:13]=2)=[O:26])=[C:23]([C:30]([F:31])([F:32])[F:33])[CH:22]=1, predict the reactants needed to synthesize it. The reactants are: [NH2:1][C:2]1[CH:3]=[CH:4][C:5]2[C:9]([CH3:11])([CH3:10])[O:8][B:7]([OH:12])[C:6]=2[CH:13]=1.C([O-])([O-])=O.[K+].[K+].[F:20][C:21]1[CH:29]=[CH:28][C:24]([C:25](Cl)=[O:26])=[C:23]([C:30]([F:33])([F:32])[F:31])[CH:22]=1.C(OC(C)C)(=O)C. (3) Given the product [I:15][C:9]1[CH:8]=[CH:7][C:6]2[C:5]3[C:14](=[CH:1][CH:2]=[CH:3][CH:4]=3)[CH2:13][CH2:12][C:11]=2[CH:10]=1, predict the reactants needed to synthesize it. The reactants are: [CH:1]1[C:14]2[CH2:13][CH2:12][C:11]3[C:6](=[CH:7][CH:8]=[CH:9][CH:10]=3)[C:5]=2[CH:4]=[CH:3][CH:2]=1.[I:15](O)(=O)(=O)=O.II.S(=O)(=O)(O)O.